From a dataset of Full USPTO retrosynthesis dataset with 1.9M reactions from patents (1976-2016). Predict the reactants needed to synthesize the given product. Given the product [ClH:29].[ClH:29].[NH:17]1[CH2:18][CH2:13][CH:12]([CH2:11][CH2:14][CH2:15][CH2:16][N:17]2[C:25]3[N:20]4[C:21](=[N:26][CH:27]=[C:19]4[C:18]2=[O:28])[CH:22]=[CH:23][CH:24]=3)[CH2:15][CH2:16]1, predict the reactants needed to synthesize it. The reactants are: C(OC(N1[CH2:13][CH2:12][CH:11]([CH2:14][CH2:15][CH2:16][N:17]2[C:25]3[N:20]4[C:21](=[N:26][CH:27]=[C:19]4[C:18]2=[O:28])[CH:22]=[CH:23][CH:24]=3)CC1)=O)(C)(C)C.[ClH:29].